The task is: Binary Classification. Given a drug SMILES string, predict its activity (active/inactive) in a high-throughput screening assay against a specified biological target.. This data is from HIV replication inhibition screening data with 41,000+ compounds from the AIDS Antiviral Screen. (1) The molecule is CC(C)OC(=O)C1OC(C)(C)OC1C(=O)OC(C)C. The result is 0 (inactive). (2) The result is 0 (inactive). The molecule is CCOC(=O)C1N(S(=O)(=O)c2ccc(C)cc2)CCC12C(c1ccc(OC)c(OC)c1)=Nc1ccccc12.